This data is from Full USPTO retrosynthesis dataset with 1.9M reactions from patents (1976-2016). The task is: Predict the reactants needed to synthesize the given product. The reactants are: [NH2:1][C:2]1[C:11]([N+:12]([O-])=O)=[CH:10][C:9]2[C:4](=[C:5]([CH3:15])[CH:6]=[CH:7][CH:8]=2)[N:3]=1. Given the product [NH2:1][C:2]1[C:11]([NH2:12])=[CH:10][C:9]2[C:4](=[C:5]([CH3:15])[CH:6]=[CH:7][CH:8]=2)[N:3]=1, predict the reactants needed to synthesize it.